Dataset: Full USPTO retrosynthesis dataset with 1.9M reactions from patents (1976-2016). Task: Predict the reactants needed to synthesize the given product. (1) Given the product [OH:18][CH2:17][C@H:12]1[CH2:13][CH2:14][C:15](=[O:16])[N:11]1[CH2:10][CH2:9][C:8]1[CH:7]=[CH:6][C:5]([C:3]([O:2][CH3:1])=[O:4])=[CH:21][CH:20]=1, predict the reactants needed to synthesize it. The reactants are: [CH3:1][O:2][C:3]([C:5]1[CH:21]=[CH:20][C:8]([CH2:9][CH2:10][N:11]2[C:15](=[O:16])[CH2:14][CH2:13][C@@H:12]2[C:17](O)=[O:18])=[CH:7][CH:6]=1)=[O:4].CN1CCOCC1.ClC(OCC(C)C)=O.[BH4-].[Na+]. (2) Given the product [I:12][C:9]1[CH:10]=[C:11]2[C:6](=[CH:7][CH:8]=1)[N:5]=[CH:4][N:3]=[C:2]2[NH:19][C:16]1[CH:17]=[CH:18][N:13]=[CH:14][CH:15]=1, predict the reactants needed to synthesize it. The reactants are: Cl[C:2]1[C:11]2[C:6](=[CH:7][CH:8]=[C:9]([I:12])[CH:10]=2)[N:5]=[CH:4][N:3]=1.[N:13]1[CH:18]=[CH:17][C:16]([NH2:19])=[CH:15][CH:14]=1. (3) Given the product [CH3:1][C:2]1[CH:3]=[C:4]([CH:7]=[C:8]([CH3:22])[C:9]=1[O:10][C:11]1[CH:16]=[CH:15][C:14]([O:17][CH3:18])=[C:13]([CH:19]([CH3:21])[CH3:20])[CH:12]=1)[CH2:5][Br:24], predict the reactants needed to synthesize it. The reactants are: [CH3:1][C:2]1[CH:3]=[C:4]([CH:7]=[C:8]([CH3:22])[C:9]=1[O:10][C:11]1[CH:16]=[CH:15][C:14]([O:17][CH3:18])=[C:13]([CH:19]([CH3:21])[CH3:20])[CH:12]=1)[CH2:5]O.P(Br)(Br)[Br:24]. (4) Given the product [O:29]1[CH2:34][CH2:33][CH:28]([CH2:27][NH:24][C:19]([C:12]2[C:13]([C:15]([F:18])([F:16])[F:17])=[N:14][C:9]([NH:8][C:4]3[CH:5]=[CH:6][CH:7]=[C:2]([Cl:1])[CH:3]=3)=[N:10][CH:11]=2)=[O:21])[CH2:31][CH2:30]1, predict the reactants needed to synthesize it. The reactants are: [Cl:1][C:2]1[CH:3]=[C:4]([NH:8][C:9]2[N:14]=[C:13]([C:15]([F:18])([F:17])[F:16])[C:12]([C:19]([OH:21])=O)=[CH:11][N:10]=2)[CH:5]=[CH:6][CH:7]=1.C([N:24]([CH2:27][CH3:28])CC)C.[O:29]1[CH2:34][CH2:33]C(CO)[CH2:31][CH2:30]1.O. (5) Given the product [Br:22][CH2:14][C:1]1[CH:2]=[C:3]([CH:4]=[CH:5][CH:6]=1)[O:7][C@@H:8]([CH3:13])[C:9]([O:11][CH3:12])=[O:10], predict the reactants needed to synthesize it. The reactants are: [C:1]1([CH3:14])[CH:6]=[CH:5][CH:4]=[C:3]([O:7][C@@H:8]([CH3:13])[C:9]([O:11][CH3:12])=[O:10])[CH:2]=1.C1C(=O)N([Br:22])C(=O)C1.CC(N=NC(C#N)(C)C)(C#N)C. (6) Given the product [F:15][C:3]([F:2])([F:14])[C:4]1[CH:5]=[C:6]2[C:11](=[CH:12][CH:13]=1)[CH2:10][N:9]([C:23]([Cl:22])=[O:25])[CH2:8][CH2:7]2, predict the reactants needed to synthesize it. The reactants are: Cl.[F:2][C:3]([F:15])([F:14])[C:4]1[CH:5]=[C:6]2[C:11](=[CH:12][CH:13]=1)[CH2:10][NH:9][CH2:8][CH2:7]2.N1C=CC=CC=1.[Cl:22][C:23](Cl)([O:25]C(=O)OC(Cl)(Cl)Cl)Cl.